This data is from NCI-60 drug combinations with 297,098 pairs across 59 cell lines. The task is: Regression. Given two drug SMILES strings and cell line genomic features, predict the synergy score measuring deviation from expected non-interaction effect. (1) Drug 1: CN1C(=O)N2C=NC(=C2N=N1)C(=O)N. Drug 2: C1=NC2=C(N=C(N=C2N1C3C(C(C(O3)CO)O)F)Cl)N. Cell line: SK-MEL-28. Synergy scores: CSS=16.7, Synergy_ZIP=-2.37, Synergy_Bliss=2.48, Synergy_Loewe=-5.10, Synergy_HSA=2.60. (2) Drug 1: C1CCN(CC1)CCOC2=CC=C(C=C2)C(=O)C3=C(SC4=C3C=CC(=C4)O)C5=CC=C(C=C5)O. Cell line: UACC-257. Drug 2: CCC1=C2CN3C(=CC4=C(C3=O)COC(=O)C4(CC)O)C2=NC5=C1C=C(C=C5)O. Synergy scores: CSS=18.6, Synergy_ZIP=-4.55, Synergy_Bliss=-0.232, Synergy_Loewe=-20.9, Synergy_HSA=-4.29. (3) Drug 1: CCCS(=O)(=O)NC1=C(C(=C(C=C1)F)C(=O)C2=CNC3=C2C=C(C=N3)C4=CC=C(C=C4)Cl)F. Drug 2: CC1=C2C(C(=O)C3(C(CC4C(C3C(C(C2(C)C)(CC1OC(=O)C(C(C5=CC=CC=C5)NC(=O)OC(C)(C)C)O)O)OC(=O)C6=CC=CC=C6)(CO4)OC(=O)C)OC)C)OC. Cell line: A498. Synergy scores: CSS=30.0, Synergy_ZIP=1.25, Synergy_Bliss=-1.99, Synergy_Loewe=-8.59, Synergy_HSA=-1.40. (4) Drug 1: CC1=C(C=C(C=C1)C(=O)NC2=CC(=CC(=C2)C(F)(F)F)N3C=C(N=C3)C)NC4=NC=CC(=N4)C5=CN=CC=C5. Drug 2: CCN(CC)CCCC(C)NC1=C2C=C(C=CC2=NC3=C1C=CC(=C3)Cl)OC. Cell line: OVCAR-8. Synergy scores: CSS=21.7, Synergy_ZIP=-5.18, Synergy_Bliss=-0.151, Synergy_Loewe=-11.1, Synergy_HSA=-1.04. (5) Drug 1: C1CN1C2=NC(=NC(=N2)N3CC3)N4CC4. Drug 2: C(CC(=O)O)C(=O)CN.Cl. Cell line: T-47D. Synergy scores: CSS=16.2, Synergy_ZIP=-7.37, Synergy_Bliss=-6.53, Synergy_Loewe=-44.9, Synergy_HSA=-8.46.